Dataset: Reaction yield outcomes from USPTO patents with 853,638 reactions. Task: Predict the reaction yield, written as a fraction of the theoretical maximum amount of product (1.0 means a 100% yield; for example, 0.34 means a 34% yield). (1) The reactants are [N+:1]([C:4]1[CH:14]=[CH:13][CH:12]=[CH:11][C:5]=1[C:6]([N:8]=[C:9]=[O:10])=[O:7])([O-:3])=[O:2].[Br:15][C:16]1[CH:17]=[N:18][C:19]([S:22][C:23]2[CH:28]=[CH:27][C:26]([NH2:29])=[CH:25][CH:24]=2)=[N:20][CH:21]=1. The catalyst is O1CCOCC1.O. The product is [Br:15][C:16]1[CH:17]=[N:18][C:19]([S:22][C:23]2[CH:24]=[CH:25][C:26]([NH:29][C:9]([NH:8][C:6](=[O:7])[C:5]3[CH:11]=[CH:12][CH:13]=[CH:14][C:4]=3[N+:1]([O-:3])=[O:2])=[O:10])=[CH:27][CH:28]=2)=[N:20][CH:21]=1. The yield is 0.920. (2) The reactants are [CH3:1][O:2][C:3]1[CH:8]=[CH:7][C:6]([C:9]2[C:17]3[C:12](=[CH:13][CH:14]=[C:15]([C:18]#[N:19])[CH:16]=3)[NH:11][N:10]=2)=[CH:5][CH:4]=1.[OH:20]O.[OH-].[Na+].Cl. The catalyst is O.C(O)C. The product is [CH3:1][O:2][C:3]1[CH:4]=[CH:5][C:6]([C:9]2[C:17]3[C:12](=[CH:13][CH:14]=[C:15]([C:18]([NH2:19])=[O:20])[CH:16]=3)[NH:11][N:10]=2)=[CH:7][CH:8]=1. The yield is 0.416. (3) The reactants are C[O:2][C:3]([C:5]1[C:6]([C:11]2[CH:16]=[C:15]([O:17][CH3:18])[C:14]([O:19][CH3:20])=[C:13]([O:21][CH3:22])[CH:12]=2)=[CH:7][CH:8]=[CH:9][CH:10]=1)=[O:4].[Li+].[OH-]. The catalyst is CO. The product is [CH3:22][O:21][C:13]1[CH:12]=[C:11]([C:6]2[C:5]([C:3]([OH:4])=[O:2])=[CH:10][CH:9]=[CH:8][CH:7]=2)[CH:16]=[C:15]([O:17][CH3:18])[C:14]=1[O:19][CH3:20]. The yield is 0.790. (4) The reactants are [Br:1][C:2]1[CH:9]=[CH:8][CH:7]=[C:6](F)[C:3]=1[CH:4]=O.Cl.[F:12][C:13]1[CH:18]=[CH:17][CH:16]=[CH:15][C:14]=1[NH:19][NH2:20].C(=O)([O-])[O-].[Cs+].[Cs+].O. The catalyst is CN1CCCC1=O. The product is [Br:1][C:2]1[CH:9]=[CH:8][CH:7]=[C:6]2[C:3]=1[CH:4]=[N:20][N:19]2[C:14]1[CH:15]=[CH:16][CH:17]=[CH:18][C:13]=1[F:12]. The yield is 0.910. (5) The reactants are [C:1]([O:5][C:6]([N:8]1[CH2:13][CH2:12][CH:11]([C:14](=[S:16])[NH2:15])[CH2:10][CH2:9]1)=[O:7])([CH3:4])([CH3:3])[CH3:2].Br[CH2:18][C:19](=O)[C:20]([O:22][CH2:23][CH3:24])=[O:21].C(N(CC)CC)C.CCCCCC. The catalyst is CN(C)C=O. The product is [C:1]([O:5][C:6]([N:8]1[CH2:13][CH2:12][CH:11]([C:14]2[S:16][CH:18]=[C:19]([C:20]([O:22][CH2:23][CH3:24])=[O:21])[N:15]=2)[CH2:10][CH2:9]1)=[O:7])([CH3:4])([CH3:2])[CH3:3]. The yield is 0.820. (6) The reactants are [CH2:1]([N:4]1[C@H:9]([CH3:10])[CH2:8][N:7]([C@H:11]([C:19]2[CH:20]=[N:21][CH:22]=[CH:23][CH:24]=2)[C:12]2[CH:13]=[C:14]([OH:18])[CH:15]=[CH:16][CH:17]=2)[C@@H:6]([CH3:25])[CH2:5]1)[CH:2]=[CH2:3].C(N(CC)CC)C.C1C=CC(N([S:40]([C:43]([F:46])([F:45])[F:44])(=[O:42])=[O:41])[S:40]([C:43]([F:46])([F:45])[F:44])(=[O:42])=[O:41])=CC=1. The catalyst is C(Cl)Cl.C(OCC)(=O)C. The yield is 0.839. The product is [F:44][C:43]([F:46])([F:45])[S:40]([O:18][C:14]1[CH:15]=[CH:16][CH:17]=[C:12]([C@H:11]([N:7]2[CH2:8][C@@H:9]([CH3:10])[N:4]([CH2:1][CH:2]=[CH2:3])[CH2:5][C@@H:6]2[CH3:25])[C:19]2[CH:20]=[N:21][CH:22]=[CH:23][CH:24]=2)[CH:13]=1)(=[O:42])=[O:41]. (7) The yield is 0.640. The product is [OH:19][CH2:20][C:3](=[O:5])[CH:2]([CH3:1])[CH2:6][C:7]1[CH:12]=[CH:11][CH:10]=[CH:9][CH:8]=1. No catalyst specified. The reactants are [CH3:1][CH:2]([CH2:6][C:7]1[CH:12]=[CH:11][CH:10]=[CH:9][CH:8]=1)[C:3]([OH:5])=O.S(Cl)(Cl)=O.C[Si](C)(C)[O:19][CH:20](O[Si](C)(C)C)CO[Si](C)(C)C.